From a dataset of Catalyst prediction with 721,799 reactions and 888 catalyst types from USPTO. Predict which catalyst facilitates the given reaction. (1) Reactant: C[O:2][CH:3]([O:9]C)[C:4]1[Se:5]C=CC=1.[CH2:11]([Li])[CH2:12][CH2:13][CH3:14].[C]=[O:17]. Product: [CH:11]([C:12]1[Se:5][C:4]([C:3]([OH:9])=[O:2])=[CH:14][CH:13]=1)=[O:17]. The catalyst class is: 1. (2) Reactant: [C:1]([C:3]1[CH:4]=[C:5]2[C:9](=[CH:10][CH:11]=1)[NH:8][C:7](=[O:12])[CH:6]2[C:13]1[N:18]=[C:17]2[CH2:19][N:20](C(OC(C)(C)C)=O)[CH2:21][C:16]2=[CH:15][CH:14]=1)#[N:2].[ClH:29]. Product: [ClH:29].[N:18]1[C:13]([CH:6]2[C:5]3[C:9](=[CH:10][CH:11]=[C:3]([C:1]#[N:2])[CH:4]=3)[NH:8][C:7]2=[O:12])=[CH:14][CH:15]=[C:16]2[CH2:21][NH:20][CH2:19][C:17]=12. The catalyst class is: 12. (3) Reactant: CC(OC([NH:8][C@:9]([CH3:18])([C:14]([O:16][CH3:17])=[O:15])[CH2:10][CH:11]([CH3:13])[CH3:12])=O)(C)C.C(O)(C(F)(F)F)=O. Product: [CH3:18][C@@:9]([C:14]([O:16][CH3:17])=[O:15])([CH2:10][CH:11]([CH3:13])[CH3:12])[NH2:8]. The catalyst class is: 2. (4) Reactant: [Cl:1][C:2]1[CH:3]=[CH:4][C:5]2[S:9][C:8](=[O:10])[N:7]([CH2:11][C:12]([N:14]([CH3:19])[CH2:15][C:16]([OH:18])=O)=[O:13])[C:6]=2[CH:20]=1.[CH2:21]1[CH2:25]O[CH2:23][CH2:22]1.[C:26]([Cl:31])(=O)[C:27](Cl)=O.C[N:33](C=O)C. Product: [Cl:31][C:26]1[CH:27]=[CH:23][C:22]2[O:18][C:16]([CH2:15][N:14]([CH3:19])[C:12](=[O:13])[CH2:11][N:7]3[C:6]4[CH:20]=[C:2]([Cl:1])[CH:3]=[CH:4][C:5]=4[S:9][C:8]3=[O:10])=[N:33][C:21]=2[CH:25]=1. The catalyst class is: 27.